Predict the reaction yield, written as a fraction of the theoretical maximum amount of product (1.0 means a 100% yield; for example, 0.34 means a 34% yield). From a dataset of Reaction yield outcomes from USPTO patents with 853,638 reactions. (1) The yield is 0.790. The product is [Br:1][C:2]1[CH:10]=[C:9]([N+:11]([O-:13])=[O:12])[C:8]([O:14][CH3:17])=[C:7]2[C:3]=1[CH2:4][CH2:5][C:6]2=[O:15]. The reactants are [Br:1][C:2]1[CH:10]=[C:9]([N+:11]([O-:13])=[O:12])[C:8]([OH:14])=[C:7]2[C:3]=1[CH2:4][CH2:5][C:6]2=[O:15].N12CCCN=C1CCCC[CH2:17]2.IC.C(=O)([O-])O.[Na+]. The catalyst is CN(C)C=O. (2) The yield is 0.250. The reactants are O[C:2]1[CH:7]=[C:6]([CH3:8])[C:5]([C:9](=[O:11])[CH3:10])=[C:4]([CH3:12])[CH:3]=1.[N:13]1[CH:18]=[CH:17][N:16]=[CH:15][C:14]=1[SH:19].[OH-].[K+]. The product is [CH3:8][C:6]1[CH:7]=[C:2]([S:19][C:14]2[CH:15]=[N:16][CH:17]=[CH:18][N:13]=2)[CH:3]=[C:4]([CH3:12])[C:5]=1[C:9](=[O:11])[CH3:10]. The catalyst is CN(C=O)C.O.[Cu-]=O. (3) The reactants are [C:1]([C:3]1[C:12]2[C:7](=[CH:8][CH:9]=[CH:10][CH:11]=2)[C:6](F)=[CH:5][CH:4]=1)#[N:2].[CH3:14][O:15][C:16]1[CH:17]=[C:18]2[C:23](=[CH:24][CH:25]=1)[CH2:22][NH:21][CH2:20][CH2:19]2. No catalyst specified. The product is [CH3:14][O:15][C:16]1[CH:17]=[C:18]2[C:23](=[CH:24][CH:25]=1)[CH2:22][N:21]([C:6]1[C:7]3[C:12](=[CH:11][CH:10]=[CH:9][CH:8]=3)[C:3]([C:1]#[N:2])=[CH:4][CH:5]=1)[CH2:20][CH2:19]2. The yield is 0.190. (4) The reactants are [CH2:1]([N:8]1[CH2:13][CH2:12][CH2:11][CH:10]([C:14](OCC)=[O:15])[CH2:9]1)[C:2]1[CH:7]=[CH:6][CH:5]=[CH:4][CH:3]=1.[H-].[Al+3].[Li+].[H-].[H-].[H-]. The catalyst is O1CCCC1. The product is [CH2:1]([N:8]1[CH2:13][CH2:12][CH2:11][CH:10]([CH2:14][OH:15])[CH2:9]1)[C:2]1[CH:7]=[CH:6][CH:5]=[CH:4][CH:3]=1. The yield is 0.990. (5) The reactants are [H-].[H-].[H-].[H-].[Li+].[Al+3].[CH:7]1[C:15]2[N:14]3[C:16]([C@@H:19]4[C@H:23]([CH3:24])[CH2:22][C@H:21]([NH:25][CH:26]=O)[CH2:20]4)=[CH:17][N:18]=[C:13]3[CH:12]=[N:11][C:10]=2[NH:9][CH:8]=1. The catalyst is C1COCC1. The product is [CH:7]1[C:15]2[N:14]3[C:16]([C@@H:19]4[C@H:23]([CH3:24])[CH2:22][C@H:21]([NH:25][CH3:26])[CH2:20]4)=[CH:17][N:18]=[C:13]3[CH:12]=[N:11][C:10]=2[NH:9][CH:8]=1. The yield is 0.310.